From a dataset of Catalyst prediction with 721,799 reactions and 888 catalyst types from USPTO. Predict which catalyst facilitates the given reaction. (1) Reactant: C([O:3][C:4](=O)[CH2:5][N:6]1[C:11]([CH3:12])=[CH:10][CH:9]=[CH:8][C:7]1=[O:13])C.O.[NH2:16][NH2:17]. Product: [CH3:12][C:11]1[N:6]([CH2:5][C:4]([NH:16][NH2:17])=[O:3])[C:7](=[O:13])[CH:8]=[CH:9][CH:10]=1. The catalyst class is: 8. (2) The catalyst class is: 63. Reactant: [C:9](O[C:9]([O:11][C:12]([CH3:15])([CH3:14])[CH3:13])=[O:10])([O:11][C:12]([CH3:15])([CH3:14])[CH3:13])=[O:10].[CH2:16]([N:23]([CH:25]([C:31]([O:33][CH2:34][CH3:35])=[O:32])[C:26]([O:28][CH2:29][CH3:30])=[O:27])C)C1C=CC=CC=1.[H][H]. Product: [C:12]([O:11][C:9]([N:23]([CH:25]([C:26]([O:28][CH2:29][CH3:30])=[O:27])[C:31]([O:33][CH2:34][CH3:35])=[O:32])[CH3:16])=[O:10])([CH3:13])([CH3:14])[CH3:15]. (3) Reactant: [CH:1]([C:3]1[CH:12]=[CH:11][C:6]([C:7]([O:9][CH3:10])=[O:8])=[CH:5][CH:4]=1)=O.[N+:13]([CH2:16][CH3:17])([O-:15])=[O:14].C([O-])(=O)C.[NH4+].C(OCC)(=O)C. Product: [N+:13](/[C:16](/[CH3:17])=[CH:1]/[C:3]1[CH:12]=[CH:11][C:6]([C:7]([O:9][CH3:10])=[O:8])=[CH:5][CH:4]=1)([O-:15])=[O:14]. The catalyst class is: 15. (4) Reactant: [CH3:1][O:2][C:3]1[CH:38]=[C:37]([O:39][CH3:40])[CH:36]=[CH:35][C:4]=1[CH2:5][NH:6][C:7]1[C:8]2[CH:15]=[CH:14][N:13]([C@H:16]3[C@@H:20]4[O:21][C:22]([CH3:25])([CH3:24])[O:23][C@@H:19]4[C@@H:18]([CH2:26][N:27]([CH:32]([CH3:34])[CH3:33])[CH2:28][CH2:29][CH2:30][NH2:31])[O:17]3)[C:9]=2[N:10]=[CH:11][N:12]=1.[C:41]([C:45]1[CH:50]=[CH:49][C:48]([N:51]=[C:52]=[O:53])=[CH:47][CH:46]=1)([CH3:44])([CH3:43])[CH3:42]. Product: [C:41]([C:45]1[CH:50]=[CH:49][C:48]([NH:51][C:52]([NH:31][CH2:30][CH2:29][CH2:28][N:27]([CH2:26][C@@H:18]2[C@@H:19]3[C@@H:20]([O:21][C:22]([CH3:24])([CH3:25])[O:23]3)[C@H:16]([N:13]3[C:9]4[N:10]=[CH:11][N:12]=[C:7]([NH:6][CH2:5][C:4]5[CH:35]=[CH:36][C:37]([O:39][CH3:40])=[CH:38][C:3]=5[O:2][CH3:1])[C:8]=4[CH:15]=[CH:14]3)[O:17]2)[CH:32]([CH3:34])[CH3:33])=[O:53])=[CH:47][CH:46]=1)([CH3:44])([CH3:42])[CH3:43]. The catalyst class is: 2. (5) Reactant: Cl[C:2]1[N:11]=[CH:10][C:9]2[CH2:8][N:7]([C:12]3[C:17]([F:18])=[C:16]([O:19][CH3:20])[CH:15]=[C:14]([O:21][CH3:22])[C:13]=3[F:23])[C:6](=[O:24])[N:5]([CH2:25][CH:26]3[CH2:28][CH2:27]3)[C:4]=2[C:3]=1[C:29]#[N:30].C1C=CC(P(C2C=CC3C(=CC=CC=3)C=2C2C3C(=CC=CC=3)C=CC=2P(C2C=CC=CC=2)C2C=CC=CC=2)C2C=CC=CC=2)=CC=1.CC(C)([O-])C.[Na+].[C:83](=[NH:96])([C:90]1[CH:95]=[CH:94][CH:93]=[CH:92][CH:91]=1)[C:84]1[CH:89]=[CH:88][CH:87]=[CH:86][CH:85]=1. Product: [CH:26]1([CH2:25][N:5]2[C:4]3[C:3]([C:29]#[N:30])=[C:2]([N:96]=[C:83]([C:84]4[CH:89]=[CH:88][CH:87]=[CH:86][CH:85]=4)[C:90]4[CH:95]=[CH:94][CH:93]=[CH:92][CH:91]=4)[N:11]=[CH:10][C:9]=3[CH2:8][N:7]([C:12]3[C:13]([F:23])=[C:14]([O:21][CH3:22])[CH:15]=[C:16]([O:19][CH3:20])[C:17]=3[F:18])[C:6]2=[O:24])[CH2:27][CH2:28]1. The catalyst class is: 11. (6) Reactant: [OH:1][CH2:2][C:3]([CH3:8])([CH3:7])[C:4]([OH:6])=O.CN(C(ON1N=NC2C=CC=NC1=2)=[N+](C)C)C.F[P-](F)(F)(F)(F)F.[CH3:33][O:34][C:35]1[CH:49]=[C:48]2[C:38]([C:39](=[O:50])[CH2:40][C:41]3([O:47]2)[CH2:46][CH2:45][NH:44][CH2:43][CH2:42]3)=[CH:37][CH:36]=1.Cl.C(N(C(C)C)C(C)C)C. Product: [OH:1][CH2:2][C:3]([CH3:8])([CH3:7])[C:4]([N:44]1[CH2:45][CH2:46][C:41]2([CH2:40][C:39](=[O:50])[C:38]3[C:48](=[CH:49][C:35]([O:34][CH3:33])=[CH:36][CH:37]=3)[O:47]2)[CH2:42][CH2:43]1)=[O:6]. The catalyst class is: 3.